Dataset: Full USPTO retrosynthesis dataset with 1.9M reactions from patents (1976-2016). Task: Predict the reactants needed to synthesize the given product. (1) Given the product [F:1][C:2]1[CH:3]=[CH:4][C:5]2[N:6]([C:10]([C:11]([O:13][CH2:14][CH3:15])=[O:12])=[CH:16][N:8]=2)[CH:7]=1, predict the reactants needed to synthesize it. The reactants are: [F:1][C:2]1[CH:3]=[CH:4][C:5]([NH2:8])=[N:6][CH:7]=1.Cl[CH:10]([C:16](Cl)=O)[C:11]([O:13][CH2:14][CH3:15])=[O:12]. (2) Given the product [N:16]1([CH2:22][CH2:23][CH2:24][NH:25][C:2]2[N:3]=[N+:4]([O-:15])[C:5]3[CH:11]=[C:10]4[O:12][CH2:13][CH2:14][C:9]4=[CH:8][C:6]=3[N:7]=2)[CH2:21][CH2:20][O:19][CH2:18][CH2:17]1, predict the reactants needed to synthesize it. The reactants are: Cl[C:2]1[N:3]=[N+:4]([O-:15])[C:5]2[CH:11]=[C:10]3[O:12][CH2:13][CH2:14][C:9]3=[CH:8][C:6]=2[N:7]=1.[N:16]1([CH2:22][CH2:23][CH2:24][NH2:25])[CH2:21][CH2:20][O:19][CH2:18][CH2:17]1. (3) Given the product [CH:6]1([C:9]2[C:18]([CH:19]3[CH2:21][CH2:20]3)=[CH:17][C:12]([CH2:13][OH:14])=[C:11]([O:22][CH:23]([CH3:25])[CH3:24])[CH:10]=2)[CH2:7][CH2:8]1, predict the reactants needed to synthesize it. The reactants are: C1COCC1.[CH:6]1([C:9]2[C:18]([CH:19]3[CH2:21][CH2:20]3)=[CH:17][C:12]([C:13](OC)=[O:14])=[C:11]([O:22][CH:23]([CH3:25])[CH3:24])[CH:10]=2)[CH2:8][CH2:7]1.[H-].[Al+3].[Li+].[H-].[H-].[H-].[OH-].[Na+]. (4) The reactants are: C([O:5][C:6](=[O:34])[C:7]([CH3:33])([O:9][C:10]1[CH:32]=[CH:31][C:13]([C:14]([O:16][CH2:17][C:18]2[N:22]([CH2:23][C:24]3[CH:29]=[CH:28][C:27]([CH3:30])=[CH:26][CH:25]=3)[N:21]=[N:20][CH:19]=2)=[O:15])=[CH:12][CH:11]=1)[CH3:8])(C)(C)C.Cl. Given the product [CH3:33][C:7]([O:9][C:10]1[CH:11]=[CH:12][C:13]([C:14]([O:16][CH2:17][C:18]2[N:22]([CH2:23][C:24]3[CH:25]=[CH:26][C:27]([CH3:30])=[CH:28][CH:29]=3)[N:21]=[N:20][CH:19]=2)=[O:15])=[CH:31][CH:32]=1)([CH3:8])[C:6]([OH:34])=[O:5], predict the reactants needed to synthesize it. (5) Given the product [C:23]([NH:27][C:28]1[N:29]=[C:30]([N:37]2[CH2:41][CH2:40][C@H:39]([OH:42])[CH2:38]2)[C:31]2[C:32](=[N:34][N:35]([CH2:8][C:9]3[N:10]([CH3:5])[N:13]=[N:12][N:11]=3)[N:36]=2)[N:33]=1)([CH3:26])([CH3:24])[CH3:25], predict the reactants needed to synthesize it. The reactants are: C([C:5]1N=C(N2CCC(F)(F)C2)[C:8]2[C:9](=[N:11][N:12](CC)[N:13]=2)[N:10]=1)(C)(C)C.[C:23]([NH:27][C:28]1[N:29]=[C:30]([N:37]2[CH2:41][CH2:40][C@H:39]([OH:42])[CH2:38]2)[C:31]2[N:36]=[N:35][NH:34][C:32]=2[N:33]=1)([CH3:26])([CH3:25])[CH3:24].ClCC1N(C)N=NN=1. (6) Given the product [CH2:1]([N:8]1[CH2:13][CH2:12][CH:11]([N:14]([CH2:19][CH:16]2[CH2:18][CH2:17]2)[CH3:15])[CH2:10][CH2:9]1)[C:2]1[CH:3]=[CH:4][CH:5]=[CH:6][CH:7]=1, predict the reactants needed to synthesize it. The reactants are: [CH2:1]([N:8]1[CH2:13][CH2:12][CH:11]([NH:14][CH3:15])[CH2:10][CH2:9]1)[C:2]1[CH:7]=[CH:6][CH:5]=[CH:4][CH:3]=1.[CH:16]1([CH:19]=O)[CH2:18][CH2:17]1.C([BH3-])#N.[Na+].Cl. (7) Given the product [CH:1]([C:4]1[CH:5]=[CH:6][C:7]([C@@H:10]2[C:14]3[C:15]([CH3:21])=[C:16]([NH:149][C:150](=[O:156])[CH2:151][C:152]([CH3:155])([CH3:154])[CH3:153])[C:17]([CH3:20])=[C:18]([CH3:19])[C:13]=3[O:12][C@H:11]2[CH3:22])=[CH:8][CH:9]=1)([CH3:3])[CH3:2], predict the reactants needed to synthesize it. The reactants are: [CH:1]([C:4]1[CH:9]=[CH:8][C:7]([C:10]2[C:14]3[C:15]([CH3:21])=[CH:16][C:17]([CH3:20])=[C:18]([CH3:19])[C:13]=3[O:12][C:11]=2[CH3:22])=[CH:6][CH:5]=1)([CH3:3])[CH3:2].C(C1C=CC(C2C3C(C)=CC(C)=C(C)C=3OC2C)=CC=1)(C)C.BrC1C(C)=C(C)C2OC(C)C(C3C=CC(C(C)C)=CC=3)C=2C=1C.C(NC1C(C)=C(C)C2OC(C)C(C3C=CC(C(C)C)=CC=3)C=2C=1C)C1C=CC=CC=1.C(C1C=CC(C2C3C(C)=C(N)C(C)=C(C)C=3OC2C)=CC=1)(C)C.C(CC(Cl)=O)(C)(C)C.C(C1C=CC(C2C3C(C)=C([NH:149][C:150](=[O:156])[CH2:151][C:152]([CH3:155])([CH3:154])[CH3:153])C(C)=C(C)C=3OC2C)=CC=1)(C)C. (8) Given the product [CH2:17]([O:16][Si:12]([CH:11]([Li:26])[Si:4]([O:8][CH2:9][CH3:10])([O:5][CH2:6][CH3:7])[O:3][CH2:1][CH3:2])([O:19][CH2:20][CH3:21])[O:13][CH2:14][CH3:15])[CH3:18], predict the reactants needed to synthesize it. The reactants are: [CH2:1]([O:3][Si:4]([CH2:11][Si:12]([O:19][CH2:20][CH3:21])([O:16][CH2:17][CH3:18])[O:13][CH2:14][CH3:15])([O:8][CH2:9][CH3:10])[O:5][CH2:6][CH3:7])[CH3:2].C([Li:26])(C)(C)C. (9) Given the product [Br:10][C:11]1[CH:12]=[N:13][CH:14]=[CH:15][C:16]=1[O:9][C:3]1[CH:4]=[C:5]([F:8])[CH:6]=[CH:7][C:2]=1[Cl:1], predict the reactants needed to synthesize it. The reactants are: [Cl:1][C:2]1[CH:7]=[CH:6][C:5]([F:8])=[CH:4][C:3]=1[OH:9].[Br:10][C:11]1[CH:12]=[N:13][CH:14]=[CH:15][C:16]=1Cl.C1CCN2C(=NCCC2)CC1. (10) Given the product [Br:31][CH2:32][CH2:33][CH2:34][C:35]1[O:21][N:20]=[C:18]([C:3]2[CH:4]=[C:5]([O:16][CH3:17])[C:6]([CH2:8][O:9][CH:10]3[CH2:15][CH2:14][CH2:13][CH2:12][O:11]3)=[CH:7][C:2]=2[Cl:1])[N:19]=1, predict the reactants needed to synthesize it. The reactants are: [Cl:1][C:2]1[CH:7]=[C:6]([CH2:8][O:9][CH:10]2[CH2:15][CH2:14][CH2:13][CH2:12][O:11]2)[C:5]([O:16][CH3:17])=[CH:4][C:3]=1[C:18](=[N:20][OH:21])[NH2:19].CCN(C(C)C)C(C)C.[Br:31][CH2:32][CH2:33][CH2:34][C:35](Cl)=O.